This data is from Reaction yield outcomes from USPTO patents with 853,638 reactions. The task is: Predict the reaction yield, written as a fraction of the theoretical maximum amount of product (1.0 means a 100% yield; for example, 0.34 means a 34% yield). (1) The reactants are Br[CH:2]([S:11][C:12]1[CH:17]=[CH:16][CH:15]=[CH:14][CH:13]=1)[C:3]([C:5]1[CH:10]=[CH:9][CH:8]=[CH:7][CH:6]=1)=O.[O:18]=[C:19]1[C:27]2[C:22](=[CH:23][CH:24]=[CH:25][CH:26]=2)[C:21](=[O:28])[N:20]1[CH2:29][C:30](=[S:32])[NH2:31].C(=O)([O-])O.[Na+]. The catalyst is CN(C)C=O. The product is [C:5]1([C:3]2[N:31]=[C:30]([CH2:29][N:20]3[C:19](=[O:18])[C:27]4[C:22](=[CH:23][CH:24]=[CH:25][CH:26]=4)[C:21]3=[O:28])[S:32][C:2]=2[S:11][C:12]2[CH:17]=[CH:16][CH:15]=[CH:14][CH:13]=2)[CH:10]=[CH:9][CH:8]=[CH:7][CH:6]=1. The yield is 0.710. (2) The reactants are [Cl:1][C:2]1[C:3]([O:12][C:13]2[CH:18]=[C:17]([O:19][CH2:20][CH2:21][O:22][CH3:23])[CH:16]=[CH:15][C:14]=2[CH2:24][OH:25])=[N:4][CH:5]=[C:6]([C:8]([F:11])([F:10])[F:9])[CH:7]=1.Cl[S:27]([N:30]=[C:31]=[O:32])(=[O:29])=[O:28].[CH2:33]([NH2:37])[CH:34]([CH3:36])[CH3:35].Cl. The catalyst is C1(C)C=CC=CC=1.O1CCCC1.C(OCC)(=O)C.N1C=CC=CC=1. The product is [CH2:33]([NH:37][S:27]([NH:30][C:31](=[O:32])[O:25][CH2:24][C:14]1[CH:15]=[CH:16][C:17]([O:19][CH2:20][CH2:21][O:22][CH3:23])=[CH:18][C:13]=1[O:12][C:3]1[C:2]([Cl:1])=[CH:7][C:6]([C:8]([F:9])([F:11])[F:10])=[CH:5][N:4]=1)(=[O:29])=[O:28])[CH:34]([CH3:36])[CH3:35]. The yield is 0.0200. (3) The catalyst is O.CN1C(=O)CCC1. The product is [CH3:21][S:22]([C:25]1[CH:30]=[C:29]([CH2:31][NH:32][C:17]([C:16]2[C:11]3[CH:10]=[N:9][N:8]([C:5]4[CH:4]=[CH:3][C:2]([F:1])=[CH:7][CH:6]=4)[C:12]=3[CH:13]=[N:14][CH:15]=2)=[O:19])[CH:28]=[CH:27][N:26]=1)(=[O:24])=[O:23]. The reactants are [F:1][C:2]1[CH:7]=[CH:6][C:5]([N:8]2[C:12]3[CH:13]=[N:14][CH:15]=[C:16]([C:17]([OH:19])=O)[C:11]=3[CH:10]=[N:9]2)=[CH:4][CH:3]=1.Cl.[CH3:21][S:22]([C:25]1[CH:30]=[C:29]([CH2:31][NH2:32])[CH:28]=[CH:27][N:26]=1)(=[O:24])=[O:23].CN1CCOCC1.CCCP(=O)=O. The yield is 0.880. (4) The reactants are [Br:1][C:2]1[CH:3]=[C:4]2[C:9](=[CH:10][CH:11]=1)/[C:8](=[N:12]/O)/[CH2:7][CH2:6][CH2:5]2.S(Cl)(Cl)=[O:15]. No catalyst specified. The product is [Br:1][C:2]1[CH:11]=[CH:10][C:9]2[C:8](=[O:15])[NH:12][CH2:7][CH2:6][CH2:5][C:4]=2[CH:3]=1. The yield is 0.460. (5) The catalyst is CN(C=O)C.C(OCC)(=O)C.O. The reactants are [Cl:1][C:2]1[CH:7]=[CH:6][C:5]([C:8]2[C:12]3[CH2:13][N:14]([C:17](=[O:19])[CH3:18])[CH2:15][CH2:16][C:11]=3[NH:10][N:9]=2)=[CH:4][C:3]=1[N+:20]([O-:22])=[O:21].C(=O)([O-])[O-].[Cs+].[Cs+].[CH2:29]([CH:31]1[O:33][CH2:32]1)Cl. The product is [Cl:1][C:2]1[CH:7]=[CH:6][C:5]([C:8]2[C:12]3[CH2:13][N:14]([C:17](=[O:19])[CH3:18])[CH2:15][CH2:16][C:11]=3[N:10]([CH2:29][CH:31]3[CH2:32][O:33]3)[N:9]=2)=[CH:4][C:3]=1[N+:20]([O-:22])=[O:21]. The yield is 0.830. (6) The reactants are [N:1]([CH:4]([CH2:8][C:9]1[CH:14]=[CH:13][CH:12]=[CH:11][CH:10]=1)[C:5]([OH:7])=O)=[N+:2]=[N-:3].C1C=CC2N(O)N=NC=2C=1.CC(C)N=C=NC(C)C.[CH2:34]([NH2:41])[C:35]1[CH:40]=[CH:39][CH:38]=[CH:37][CH:36]=1. The catalyst is C(Cl)Cl. The product is [N:1]([CH:4]([CH2:8][C:9]1[CH:14]=[CH:13][CH:12]=[CH:11][CH:10]=1)[C:5]([NH:41][CH2:34][C:35]1[CH:40]=[CH:39][CH:38]=[CH:37][CH:36]=1)=[O:7])=[N+:2]=[N-:3]. The yield is 0.710. (7) The reactants are [Cl:1][C:2]1[CH:3]=[C:4]([NH:9][C:10]2[N:11](CC3C=CC(OC)=CC=3)[N:12]=[C:13]([S:15]([CH3:18])(=[O:17])=[O:16])[N:14]=2)[CH:5]=[C:6]([Cl:8])[CH:7]=1.C(O)(C(F)(F)F)=O. No catalyst specified. The product is [Cl:1][C:2]1[CH:3]=[C:4]([NH:9][C:10]2[N:14]=[C:13]([S:15]([CH3:18])(=[O:17])=[O:16])[NH:12][N:11]=2)[CH:5]=[C:6]([Cl:8])[CH:7]=1. The yield is 0.230.